This data is from Forward reaction prediction with 1.9M reactions from USPTO patents (1976-2016). The task is: Predict the product of the given reaction. (1) Given the reactants [CH2:1]([O:5][C:6]([N:8]1[CH2:13][CH2:12][N:11]([C:14](=[O:37])[C@@H:15]([NH:29][C:30]([O:32][C:33]([CH3:36])([CH3:35])[CH3:34])=[O:31])[CH2:16][C:17]2[N:18]=[N:19][N:20](CC3C=CC=CC=3)[CH:21]=2)[CH2:10][CH2:9]1)=[O:7])[CH2:2][CH2:3][CH3:4], predict the reaction product. The product is: [CH2:1]([O:5][C:6]([N:8]1[CH2:13][CH2:12][N:11]([C:14](=[O:37])[C@@H:15]([NH:29][C:30]([O:32][C:33]([CH3:36])([CH3:35])[CH3:34])=[O:31])[CH2:16][C:17]2[N:18]=[N:19][NH:20][CH:21]=2)[CH2:10][CH2:9]1)=[O:7])[CH2:2][CH2:3][CH3:4]. (2) The product is: [ClH:30].[NH2:21][CH:18]1[CH2:19][CH2:20][N:15]([CH2:14][CH:13]2[N:9]3[C:10]4[C:5]([CH:6]=[CH:7][C:8]3=[O:29])=[CH:4][CH:3]=[C:2]([F:1])[C:11]=4[CH2:12]2)[CH2:16][CH2:17]1. Given the reactants [F:1][C:2]1[C:11]2[CH2:12][CH:13]([CH2:14][N:15]3[CH2:20][CH2:19][CH:18]([NH:21]C(=O)OC(C)(C)C)[CH2:17][CH2:16]3)[N:9]3[C:10]=2[C:5]([CH:6]=[CH:7][C:8]3=[O:29])=[CH:4][CH:3]=1.[ClH:30].CO, predict the reaction product. (3) Given the reactants [N:1]([C@@H:4]1[CH2:8][N:7]([C:9]([O:11][C:12]([CH3:15])([CH3:14])[CH3:13])=[O:10])[C@H:6]([CH2:16][CH3:17])[CH2:5]1)=[N+]=[N-].[CH:18]1([S:21](Cl)(=[O:23])=[O:22])[CH2:20][CH2:19]1, predict the reaction product. The product is: [CH:18]1([S:21]([NH:1][C@@H:4]2[CH2:8][N:7]([C:9]([O:11][C:12]([CH3:15])([CH3:14])[CH3:13])=[O:10])[C@H:6]([CH2:16][CH3:17])[CH2:5]2)(=[O:23])=[O:22])[CH2:20][CH2:19]1. (4) Given the reactants [CH3:1][N:2]1[CH2:18][CH2:17][C:5]2[NH:6][C:7]3[CH:8]=[CH:9][C:10]([C:13]([OH:16])([CH3:15])[CH3:14])=[CH:11][C:12]=3[C:4]=2[CH2:3]1.[H-].[Na+].[O:21]1[CH2:23][CH:22]1[C:24]1[CH:29]=[CH:28][N:27]=[CH:26][CH:25]=1, predict the reaction product. The product is: [OH:21][CH:22]([C:24]1[CH:29]=[CH:28][N:27]=[CH:26][CH:25]=1)[CH2:23][N:6]1[C:7]2[CH:8]=[CH:9][C:10]([C:13]([OH:16])([CH3:15])[CH3:14])=[CH:11][C:12]=2[C:4]2[CH2:3][N:2]([CH3:1])[CH2:18][CH2:17][C:5]1=2. (5) Given the reactants [CH2:1]([O:3][C:4]([N:6]1[CH2:12][CH2:11][C:10]2[CH:13]=[CH:14][S:15][C:9]=2[CH2:8][CH2:7]1)=[O:5])[CH3:2].C[N+](C)=CCl.[Cl-].[C:22]([O-])(=[O:24])C.[Na+], predict the reaction product. The product is: [CH2:1]([O:3][C:4]([N:6]1[CH2:12][CH2:11][C:10]2[CH:13]=[C:14]([CH:22]=[O:24])[S:15][C:9]=2[CH2:8][CH2:7]1)=[O:5])[CH3:2]. (6) Given the reactants [CH2:1]([NH:3][CH2:4][CH3:5])[CH3:2].[CH2:6]([O:8][C:9]([C:11]1[N:12]=[N:13][C:14]([Cl:18])=[CH:15][C:16]=1Cl)=[O:10])[CH3:7], predict the reaction product. The product is: [CH2:6]([O:8][C:9]([C:11]1[N:12]=[N:13][C:14]([Cl:18])=[CH:15][C:16]=1[N:3]([CH2:4][CH3:5])[CH2:1][CH3:2])=[O:10])[CH3:7].